From a dataset of NCI-60 drug combinations with 297,098 pairs across 59 cell lines. Regression. Given two drug SMILES strings and cell line genomic features, predict the synergy score measuring deviation from expected non-interaction effect. (1) Drug 1: CC1CCC2CC(C(=CC=CC=CC(CC(C(=O)C(C(C(=CC(C(=O)CC(OC(=O)C3CCCCN3C(=O)C(=O)C1(O2)O)C(C)CC4CCC(C(C4)OC)OCCO)C)C)O)OC)C)C)C)OC. Drug 2: CC(C)(C#N)C1=CC(=CC(=C1)CN2C=NC=N2)C(C)(C)C#N. Cell line: DU-145. Synergy scores: CSS=-1.49, Synergy_ZIP=2.49, Synergy_Bliss=4.32, Synergy_Loewe=2.59, Synergy_HSA=-0.945. (2) Drug 1: CC1=C(C=C(C=C1)NC2=NC=CC(=N2)N(C)C3=CC4=NN(C(=C4C=C3)C)C)S(=O)(=O)N.Cl. Synergy scores: CSS=-3.32, Synergy_ZIP=4.66, Synergy_Bliss=5.87, Synergy_Loewe=-2.55, Synergy_HSA=-1.81. Drug 2: CCN(CC)CCNC(=O)C1=C(NC(=C1C)C=C2C3=C(C=CC(=C3)F)NC2=O)C. Cell line: SK-MEL-5. (3) Drug 1: CC1=C2C(C(=O)C3(C(CC4C(C3C(C(C2(C)C)(CC1OC(=O)C(C(C5=CC=CC=C5)NC(=O)OC(C)(C)C)O)O)OC(=O)C6=CC=CC=C6)(CO4)OC(=O)C)OC)C)OC. Drug 2: CC1C(C(CC(O1)OC2CC(CC3=C2C(=C4C(=C3O)C(=O)C5=CC=CC=C5C4=O)O)(C(=O)C)O)N)O. Cell line: UACC62. Synergy scores: CSS=65.1, Synergy_ZIP=-7.43, Synergy_Bliss=-7.45, Synergy_Loewe=-2.40, Synergy_HSA=-0.862. (4) Drug 1: CN1CCC(CC1)COC2=C(C=C3C(=C2)N=CN=C3NC4=C(C=C(C=C4)Br)F)OC. Drug 2: CC1=C(C(=CC=C1)Cl)NC(=O)C2=CN=C(S2)NC3=CC(=NC(=N3)C)N4CCN(CC4)CCO. Cell line: LOX IMVI. Synergy scores: CSS=39.8, Synergy_ZIP=2.20, Synergy_Bliss=10.4, Synergy_Loewe=11.8, Synergy_HSA=12.0. (5) Drug 1: CCC1=C2CN3C(=CC4=C(C3=O)COC(=O)C4(CC)O)C2=NC5=C1C=C(C=C5)O. Drug 2: C1CN(P(=O)(OC1)NCCCl)CCCl. Cell line: NCI-H460. Synergy scores: CSS=13.7, Synergy_ZIP=2.40, Synergy_Bliss=4.46, Synergy_Loewe=-4.41, Synergy_HSA=3.32.